Dataset: Full USPTO retrosynthesis dataset with 1.9M reactions from patents (1976-2016). Task: Predict the reactants needed to synthesize the given product. (1) Given the product [CH2:1]([N:8]1[CH2:15][CH2:9][CH2:10][C:11](=[O:14])[CH2:12][CH2:13]1)[C:2]1[CH:3]=[CH:4][CH:5]=[CH:6][CH:7]=1, predict the reactants needed to synthesize it. The reactants are: [CH2:1]([N:8]1[CH2:13][CH2:12][C:11](=[O:14])[CH2:10][CH2:9]1)[C:2]1[CH:7]=[CH:6][CH:5]=[CH:4][CH:3]=1.[CH3:15]N(N=O)C(OCC)=O.[O-2].[Ba+2]. (2) Given the product [CH2:25]([N:13]([C:14]1[CH:19]=[CH:18][CH:17]=[CH:16][C:15]=1[C:20]([F:23])([F:21])[F:22])[S:10]([C:7]1[CH:8]=[CH:9][C:4]([N+:1]([O-:3])=[O:2])=[CH:5][CH:6]=1)(=[O:11])=[O:12])[CH:26]([CH3:28])[CH3:27], predict the reactants needed to synthesize it. The reactants are: [N+:1]([C:4]1[CH:9]=[CH:8][C:7]([S:10]([NH:13][C:14]2[CH:19]=[CH:18][CH:17]=[CH:16][C:15]=2[C:20]([F:23])([F:22])[F:21])(=[O:12])=[O:11])=[CH:6][CH:5]=1)([O-:3])=[O:2].Br[CH2:25][CH:26]([CH3:28])[CH3:27].C([O-])([O-])=O.[K+].[K+]. (3) Given the product [C:9]([C@H:11]([N:13]1[C:18](=[O:19])[C@@H:17]([OH:20])[C@@H:16]([OH:21])[CH2:15][O:14]1)[CH3:12])([OH:10])=[O:8], predict the reactants needed to synthesize it. The reactants are: C([O:8][C:9]([C@H:11]([N:13]1[C:18](=[O:19])[C@@H:17]([OH:20])[C@@H:16]([OH:21])[CH2:15][O:14]1)[CH3:12])=[O:10])C1C=CC=CC=1. (4) Given the product [NH3:9].[CH3:7][C:8]1[N:9]([CH2:14][C:15]([O:17][CH2:18][CH3:19])=[O:16])[CH:10]=[CH:11][N:12]=1, predict the reactants needed to synthesize it. The reactants are: C(=O)([O-])[O-].[K+].[K+].[CH3:7][C:8]1[NH:9][CH:10]=[CH:11][N:12]=1.Br[CH2:14][C:15]([O:17][CH2:18][CH3:19])=[O:16]. (5) Given the product [Cl:1][C:2]1[CH:3]=[C:4]([CH:12]([CH2:16][C@H:17]2[CH2:22][CH2:21][CH2:20][S:19][CH2:18]2)[C:13]([NH:29][C:30]2[CH:35]=[N:34][CH:33]=[CH:32][N:31]=2)=[O:15])[CH:5]=[CH:6][C:7]=1[S:8]([CH3:11])(=[O:9])=[O:10], predict the reactants needed to synthesize it. The reactants are: [Cl:1][C:2]1[CH:3]=[C:4]([CH:12]([CH2:16][C@H:17]2[CH2:22][CH2:21][CH2:20][S:19][CH2:18]2)[C:13]([OH:15])=O)[CH:5]=[CH:6][C:7]=1[S:8]([CH3:11])(=[O:10])=[O:9].C(Cl)(=O)C(Cl)=O.[NH2:29][C:30]1[CH:35]=[N:34][CH:33]=[CH:32][N:31]=1.N1C=CC=CC=1. (6) Given the product [Br:15][C:11]1[CH:12]=[C:13]2[C:8](=[CH:9][CH:10]=1)[NH:7][CH:6]([C@@H:4]([OH:5])[CH2:3][N:2]1[CH:17]=[CH:18][N:19]=[N:20]1)[CH2:14]2, predict the reactants needed to synthesize it. The reactants are: Cl.[NH2:2][CH2:3][C@@H:4]([CH:6]1[CH2:14][C:13]2[C:8](=[CH:9][CH:10]=[C:11]([Br:15])[CH:12]=2)[NH:7]1)[OH:5].Cl[CH:17](Cl)[CH:18]=[N:19][NH:20]S(C1C=CC(C)=CC=1)(=O)=O.CCN(CC)CC.